From a dataset of Full USPTO retrosynthesis dataset with 1.9M reactions from patents (1976-2016). Predict the reactants needed to synthesize the given product. The reactants are: [CH3:1][O:2][C:3]1[CH:4]=[C:5]([CH:14]=[CH:15][C:16]=1[O:17][CH3:18])[CH:6]=[N:7][CH2:8][CH:9]([O:12][CH3:13])[O:10][CH3:11].[BH4-].[Na+]. Given the product [CH3:1][O:2][C:3]1[CH:4]=[C:5]([CH:14]=[CH:15][C:16]=1[O:17][CH3:18])[CH2:6][NH:7][CH2:8][CH:9]([O:10][CH3:11])[O:12][CH3:13], predict the reactants needed to synthesize it.